From a dataset of Peptide-MHC class II binding affinity with 134,281 pairs from IEDB. Regression. Given a peptide amino acid sequence and an MHC pseudo amino acid sequence, predict their binding affinity value. This is MHC class II binding data. (1) The peptide sequence is VSLIAVIKGIINLYK. The MHC is DRB5_0101 with pseudo-sequence DRB5_0101. The binding affinity (normalized) is 0.686. (2) The peptide sequence is GELQIVDKIDAAYKI. The MHC is DRB1_0401 with pseudo-sequence DRB1_0401. The binding affinity (normalized) is 0.626.